From a dataset of Retrosynthesis with 50K atom-mapped reactions and 10 reaction types from USPTO. Predict the reactants needed to synthesize the given product. (1) Given the product COc1ccc(-c2c(C(=O)O)c(=O)n(Cc3ccccc3OC)c3c2oc2cc(N)ccc23)cc1, predict the reactants needed to synthesize it. The reactants are: COc1ccc(-c2c(C(=O)O)c(=O)n(Cc3ccccc3OC)c3c2oc2cc([N+](=O)[O-])ccc23)cc1. (2) The reactants are: C1=COCCC1.CCCC(=O)c1ccc(N2CC(O)C2)cc1. Given the product CCCC(=O)c1ccc(N2CC(OC3CCCCO3)C2)cc1, predict the reactants needed to synthesize it. (3) Given the product CCCc1nc(C(C)(C)O)c(C(=O)OCOC(=O)C(C)(C)C)[nH]1, predict the reactants needed to synthesize it. The reactants are: CC(C)(C)C(=O)OCCl.CCCc1nc(C(C)(C)O)c(C(=O)O)[nH]1. (4) Given the product COCCN1CCc2ccc(Nc3ncc(Cl)c(NC(C)CNS(C)(=O)=O)n3)cc2CC1, predict the reactants needed to synthesize it. The reactants are: CC(CNS(C)(=O)=O)Nc1nc(Cl)ncc1Cl.COCCN1CCc2ccc(N)cc2CC1. (5) Given the product BrCc1cncc(Br)n1, predict the reactants needed to synthesize it. The reactants are: Cc1cncc(Br)n1.O=C1CCC(=O)N1Br. (6) Given the product Cc1cc(NC2CCN([C@H]3CC[C@H](OC(C)C)CC3)CC2)c(N)cc1F, predict the reactants needed to synthesize it. The reactants are: Cc1cc(NC2CCN([C@H]3CC[C@H](OC(C)C)CC3)CC2)c([N+](=O)[O-])cc1F. (7) Given the product CC(c1ccc(-c2cccc(CC#N)c2)cc1Cl)C(O)(c1ccc2c(c1)N(C)C(=O)CO2)C(F)(F)F, predict the reactants needed to synthesize it. The reactants are: CC(c1ccc(Br)cc1Cl)C(O)(c1ccc2c(c1)N(C)C(=O)CO2)C(F)(F)F.N#CCc1cccc(B(O)O)c1. (8) The reactants are: C#C[Si](C)(C)C.COC(=O)c1cc2ccc(Br)cc2s1. Given the product COC(=O)c1cc2ccc(C#C[Si](C)(C)C)cc2s1, predict the reactants needed to synthesize it.